This data is from Reaction yield outcomes from USPTO patents with 853,638 reactions. The task is: Predict the reaction yield, written as a fraction of the theoretical maximum amount of product (1.0 means a 100% yield; for example, 0.34 means a 34% yield). (1) The yield is 0.750. The reactants are [Br:1][C:2]1[C:10]2[N:9]=[C:8](Cl)[N:7]([CH3:12])[C:6]=2[C:5]([CH:13]([CH2:16][CH3:17])[CH2:14][CH3:15])=[CH:4][CH:3]=1.[Cl:18][C:19]1[CH:24]=[C:23]([Cl:25])[CH:22]=[C:21]([CH3:26])[C:20]=1[OH:27].C(=O)([O-])[O-].[K+].[K+].CN(C)C=O. The product is [Br:1][C:2]1[C:10]2[N:9]=[C:8]([O:27][C:20]3[C:21]([CH3:26])=[CH:22][C:23]([Cl:25])=[CH:24][C:19]=3[Cl:18])[N:7]([CH3:12])[C:6]=2[C:5]([CH:13]([CH2:16][CH3:17])[CH2:14][CH3:15])=[CH:4][CH:3]=1. The catalyst is O. (2) The reactants are Cl[C:2]([C@:4]12[CH2:39][CH2:38][C@@H:37]([C:40]([CH2:42][O:43][CH2:44][CH2:45][N:46]3[CH2:51][CH2:50][O:49][CH2:48][CH2:47]3)=[CH2:41])[C@@H:5]1[C@@H:6]1[C@@:19]([CH3:22])([CH2:20][CH2:21]2)[C@@:18]2([CH3:23])[C@@H:9]([C@:10]3([CH3:36])[C@@H:15]([CH2:16][CH2:17]2)[C:14]([CH3:25])([CH3:24])[C:13]([C:26]2[CH:35]=[CH:34][C:29]([C:30]([O:32][CH3:33])=[O:31])=[CH:28][CH:27]=2)=[CH:12][CH2:11]3)[CH2:8][CH2:7]1)=[O:3].C(OC(=O)CCNC([C@]12CC[C@@H](C(COCCN3CCOCC3)=C)[C@@H]1[C@@H]1[C@@](C)(CC2)[C@@]2(C)[C@@H]([C@]3(C)[C@@H](CC2)C(C)(C)C(C2C=CC(C(OC)=O)=CC=2)=CC3)CC1)=O)C.[NH2:110][CH2:111][CH2:112][NH:113][CH2:114][C:115]([O:117][CH3:118])=[O:116].C(N(C(C)C)CC)(C)C. The catalyst is ClCCCl. The product is [CH3:118][O:117][C:115](=[O:116])[CH2:114][NH:113][CH2:112][CH2:111][NH:110][C:2]([C@:4]12[CH2:39][CH2:38][C@@H:37]([C:40]([CH2:42][O:43][CH2:44][CH2:45][N:46]3[CH2:51][CH2:50][O:49][CH2:48][CH2:47]3)=[CH2:41])[C@@H:5]1[C@@H:6]1[C@@:19]([CH3:22])([CH2:20][CH2:21]2)[C@@:18]2([CH3:23])[C@@H:9]([C@:10]3([CH3:36])[C@@H:15]([CH2:16][CH2:17]2)[C:14]([CH3:25])([CH3:24])[C:13]([C:26]2[CH:35]=[CH:34][C:29]([C:30]([O:32][CH3:33])=[O:31])=[CH:28][CH:27]=2)=[CH:12][CH2:11]3)[CH2:8][CH2:7]1)=[O:3]. The yield is 0.595. (3) The reactants are [CH3:1][O:2][CH2:3][O:4][CH2:5][C:6]([C:8]1[CH:13]=[CH:12][CH:11]=[CH:10][CH:9]=1)=O.[F:14][C:15]1[CH:24]=[CH:23][C:22]([F:25])=[CH:21][C:16]=1[C:17](=[S:20])[NH:18][NH2:19]. The catalyst is C(O)C.ClCCl. The product is [F:14][C:15]1[CH:24]=[CH:23][C:22]([F:25])=[CH:21][C:16]=1[C:17]1[S:20][C:6]([CH2:5][O:4][CH2:3][O:2][CH3:1])([C:8]2[CH:13]=[CH:12][CH:11]=[CH:10][CH:9]=2)[NH:19][N:18]=1. The yield is 0.630. (4) The yield is 0.930. The reactants are [Cl:1][C:2]1[CH:7]=[CH:6][C:5]([S:8]([CH:11]([C:19]2[CH:24]=[C:23]([F:25])[CH:22]=[CH:21][C:20]=2[F:26])[C:12]2[CH:17]=[CH:16][C:15]([CH3:18])=[CH:14][N:13]=2)(=[O:10])=[O:9])=[CH:4][CH:3]=1.[H-].[Na+].[CH3:29]I.O. The product is [Cl:1][C:2]1[CH:7]=[CH:6][C:5]([S:8]([C:11]([C:12]2[CH:17]=[CH:16][C:15]([CH3:18])=[CH:14][N:13]=2)([C:19]2[CH:24]=[C:23]([F:25])[CH:22]=[CH:21][C:20]=2[F:26])[CH3:29])(=[O:9])=[O:10])=[CH:4][CH:3]=1. The catalyst is CN(C)C=O.CCCCCC. (5) The reactants are [C:1]([O:5][C:6]([N:8]1[CH2:11][CH:10]([C:12]2[C:17]([C:18]3[CH2:19][CH2:20][O:21][CH2:22][CH:23]=3)=[N:16][CH:15]=[CH:14][N:13]=2)[CH2:9]1)=[O:7])([CH3:4])([CH3:3])[CH3:2]. The catalyst is CO.[Pd]. The product is [C:1]([O:5][C:6]([N:8]1[CH2:9][CH:10]([C:12]2[C:17]([CH:18]3[CH2:19][CH2:20][O:21][CH2:22][CH2:23]3)=[N:16][CH:15]=[CH:14][N:13]=2)[CH2:11]1)=[O:7])([CH3:4])([CH3:2])[CH3:3]. The yield is 0.950. (6) The reactants are COC(C1[CH:14]=[C:13](O)[C:12]2[C:7](=[C:8](OCC3C=CC=CC=3)[CH:9]=[C:10](Br)[CH:11]=2)N=1)=O.[CH3:25][O:26][C:27]([C:29]1[CH:38]=[C:37]([O:39][CH2:40][C:41]2[CH:46]=[CH:45][CH:44]=[CH:43][CH:42]=2)[C:36]2[C:31](=[C:32]([N+:48]([O-:50])=[O:49])[CH:33]=[CH:34][C:35]=2Br)[N:30]=1)=[O:28]. No catalyst specified. The product is [CH3:25][O:26][C:27]([C:29]1[CH:38]=[C:37]([O:39][CH2:40][C:41]2[CH:46]=[CH:45][CH:44]=[CH:43][CH:42]=2)[C:36]2[C:31](=[C:32]([N+:48]([O-:50])=[O:49])[CH:33]=[CH:34][C:35]=2[C:14]#[C:13][C:12]2[CH:7]=[CH:8][CH:9]=[CH:10][CH:11]=2)[N:30]=1)=[O:28]. The yield is 0.970.